This data is from Forward reaction prediction with 1.9M reactions from USPTO patents (1976-2016). The task is: Predict the product of the given reaction. (1) The product is: [F:19][C:18]([F:21])([F:20])[C:15]1[CH:16]=[CH:17][C:12]([O:11][C:8]2[CH:9]=[CH:10][C:5]([O:4][C:2]([N:32]3[CH2:31][CH2:30][N:29]([C:27]([O:26][C:22]([CH3:25])([CH3:24])[CH3:23])=[O:28])[CH2:34][CH2:33]3)=[O:3])=[CH:6][CH:7]=2)=[N:13][CH:14]=1. Given the reactants Cl[C:2]([O:4][C:5]1[CH:10]=[CH:9][C:8]([O:11][C:12]2[CH:17]=[CH:16][C:15]([C:18]([F:21])([F:20])[F:19])=[CH:14][N:13]=2)=[CH:7][CH:6]=1)=[O:3].[C:22]([O:26][C:27]([N:29]1[CH2:34][CH2:33][NH:32][CH2:31][CH2:30]1)=[O:28])([CH3:25])([CH3:24])[CH3:23].[K+].[Br-], predict the reaction product. (2) Given the reactants [CH:1]1([C:7]2([OH:17])[CH2:16][CH2:15][C:10]3(OCC[O:11]3)[CH2:9][CH2:8]2)[CH2:6][CH2:5][CH2:4][CH2:3][CH2:2]1.Cl.CCOC(C)=O.C([O-])(O)=O.[Na+], predict the reaction product. The product is: [CH:1]1([C:7]2([OH:17])[CH2:8][CH2:9][C:10](=[O:11])[CH2:15][CH2:16]2)[CH2:6][CH2:5][CH2:4][CH2:3][CH2:2]1. (3) The product is: [CH3:18][C@H:16]1[CH2:17][N:12]2[N:11]=[CH:10][C:9]([CH:4]3[CH2:3][CH2:2][NH:1][C:5]3=[O:7])=[C:13]2[CH2:14][N:15]1[C:19]([O:21][C:22]([CH3:23])([CH3:25])[CH3:24])=[O:20]. Given the reactants [NH2:1][CH2:2][CH2:3][CH:4]([C:9]1[CH:10]=[N:11][N:12]2[CH2:17][C@H:16]([CH3:18])[N:15]([C:19]([O:21][C:22]([CH3:25])([CH3:24])[CH3:23])=[O:20])[CH2:14][C:13]=12)[C:5]([O:7]C)=O, predict the reaction product. (4) The product is: [C:1]([O:5][C:6]([N:8]1[CH2:13][CH2:12][CH:11]([C:14]2[C:27]([C:31]3[CH:36]=[CH:35][CH:34]=[CH:33][CH:32]=3)=[CH:26][C:25]3[O:24][CH2:23][C:22]4=[N:21][NH:20][C:19](=[O:29])[CH:18]([CH3:30])[N:17]4[C:16]=3[CH:15]=2)[CH2:10][CH2:9]1)=[O:7])([CH3:4])([CH3:3])[CH3:2]. Given the reactants [C:1]([O:5][C:6]([N:8]1[CH2:13][CH2:12][CH:11]([C:14]2[CH:15]=[C:16]3[C:25](=[CH:26][C:27]=2Br)[O:24][CH2:23][C:22]2[N:17]3[CH:18]([CH3:30])[C:19](=[O:29])[NH:20][N:21]=2)[CH2:10][CH2:9]1)=[O:7])([CH3:4])([CH3:3])[CH3:2].[C:31]1(B(O)O)[CH:36]=[CH:35][CH:34]=[CH:33][CH:32]=1.C([O-])([O-])=O.[K+].[K+], predict the reaction product. (5) Given the reactants Br[C:2]1[S:3][C:4]([C:8]([O:10][CH2:11][CH3:12])=[O:9])=[C:5]([CH3:7])[N:6]=1.O.[NH2:14][NH2:15], predict the reaction product. The product is: [NH:14]([C:2]1[S:3][C:4]([C:8]([O:10][CH2:11][CH3:12])=[O:9])=[C:5]([CH3:7])[N:6]=1)[NH2:15]. (6) The product is: [F:37][C:34]1[CH:35]=[CH:36][C:31]([C:20]2[N:16]([CH:11]3[CH2:12][CH2:13][CH2:14][CH2:15][O:10]3)[N:17]=[CH:18][CH:19]=2)=[N:32][CH:33]=1. Given the reactants C([O-])([O-])=O.[Na+].[Na+].CCO.[O:10]1[CH2:15][CH2:14][CH2:13][CH2:12][CH:11]1[N:16]1[C:20](B2OC(C)(C)C(C)(C)O2)=[CH:19][CH:18]=[N:17]1.Br[C:31]1[CH:36]=[CH:35][C:34]([F:37])=[CH:33][N:32]=1, predict the reaction product. (7) The product is: [CH3:14][O:13][CH:12]([O:15][CH3:16])[C:11]1[N:10]=[C:9]2[C:4]([CH2:5][CH2:6][CH2:7][NH:8]2)=[CH:3][C:2]=1[O:18][CH3:17]. Given the reactants Br[C:2]1[CH:3]=[C:4]2[C:9](=[N:10][C:11]=1[CH:12]([O:15][CH3:16])[O:13][CH3:14])[NH:8][CH2:7][CH2:6][CH2:5]2.[CH3:17][O-:18].[Na+].[NH4+].[Cl-], predict the reaction product.